Dataset: Peptide-MHC class I binding affinity with 185,985 pairs from IEDB/IMGT. Task: Regression. Given a peptide amino acid sequence and an MHC pseudo amino acid sequence, predict their binding affinity value. This is MHC class I binding data. (1) The peptide sequence is ALSEIETRH. The MHC is Mamu-B08 with pseudo-sequence Mamu-B08. The binding affinity (normalized) is 0. (2) The peptide sequence is GTIIVHPNK. The MHC is HLA-B57:01 with pseudo-sequence HLA-B57:01. The binding affinity (normalized) is 0.0847. (3) The peptide sequence is DSDNTQSEH. The MHC is HLA-A01:01 with pseudo-sequence HLA-A01:01. The binding affinity (normalized) is 0.